This data is from NCI-60 drug combinations with 297,098 pairs across 59 cell lines. The task is: Regression. Given two drug SMILES strings and cell line genomic features, predict the synergy score measuring deviation from expected non-interaction effect. Drug 1: CC1=CC=C(C=C1)C2=CC(=NN2C3=CC=C(C=C3)S(=O)(=O)N)C(F)(F)F. Drug 2: CC1C(C(CC(O1)OC2CC(CC3=C2C(=C4C(=C3O)C(=O)C5=C(C4=O)C(=CC=C5)OC)O)(C(=O)CO)O)N)O.Cl. Cell line: CAKI-1. Synergy scores: CSS=39.4, Synergy_ZIP=5.90, Synergy_Bliss=7.30, Synergy_Loewe=-9.73, Synergy_HSA=7.34.